This data is from Catalyst prediction with 721,799 reactions and 888 catalyst types from USPTO. The task is: Predict which catalyst facilitates the given reaction. (1) Reactant: [CH2:1]([N:5](C(OC(C)(C)C)=O)[C:6]([O:8][C:9]([CH3:12])([CH3:11])[CH3:10])=[O:7])[CH2:2][CH:3]=[CH2:4].FC(F)(F)C(O)=O. Product: [CH2:1]([NH:5][C:6](=[O:7])[O:8][C:9]([CH3:12])([CH3:11])[CH3:10])[CH2:2][CH:3]=[CH2:4]. The catalyst class is: 2. (2) Reactant: [C:1]([C:5]1[CH:10]=[CH:9][C:8]([S:11]([NH:14][C:15]2[C:20]([O:21][C:22]3[CH:27]=[CH:26][CH:25]=[CH:24][C:23]=3[O:28][CH3:29])=[C:19]([O:30][CH2:31][C:32]#[C:33][CH2:34][OH:35])[N:18]=[C:17]([C:36]3[CH:41]=[CH:40][N:39]=[CH:38][CH:37]=3)[N:16]=2)(=[O:13])=[O:12])=[CH:7][CH:6]=1)([CH3:4])([CH3:3])[CH3:2].[CH3:42][O:43][CH:44]1[C:49](=S(=O)=O)[C:48]([O:53][CH3:54])=[N:47][C:46](C)=[N:45]1.C(=O)([O-])[O-].[K+].[K+]. Product: [C:1]([C:5]1[CH:6]=[CH:7][C:8]([S:11]([NH:14][C:15]2[C:20]([O:21][C:22]3[CH:27]=[CH:26][CH:25]=[CH:24][C:23]=3[O:28][CH3:29])=[C:19]([O:30][CH2:31][C:32]#[C:33][CH2:34][O:35][C:46]3[N:47]=[C:48]([O:53][CH3:54])[CH:49]=[C:44]([O:43][CH3:42])[N:45]=3)[N:18]=[C:17]([C:36]3[CH:37]=[CH:38][N:39]=[CH:40][CH:41]=3)[N:16]=2)(=[O:12])=[O:13])=[CH:9][CH:10]=1)([CH3:4])([CH3:2])[CH3:3]. The catalyst class is: 3. (3) Reactant: Br[C:2]1[N:6]([CH3:7])[N:5]=[C:4]([CH3:8])[C:3]=1[C:9]1[C:14]([F:15])=[CH:13][CH:12]=[CH:11][C:10]=1[F:16].C([Li])CCC.[F:22][C:23]1[CH:30]=[C:29]([F:31])[CH:28]=[CH:27][C:24]=1[CH:25]=[O:26]. Product: [F:22][C:23]1[CH:30]=[C:29]([F:31])[CH:28]=[CH:27][C:24]=1[CH:25]([C:2]1[N:6]([CH3:7])[N:5]=[C:4]([CH3:8])[C:3]=1[C:9]1[C:14]([F:15])=[CH:13][CH:12]=[CH:11][C:10]=1[F:16])[OH:26]. The catalyst class is: 7.